This data is from Catalyst prediction with 721,799 reactions and 888 catalyst types from USPTO. The task is: Predict which catalyst facilitates the given reaction. (1) Reactant: [Cl:1][C:2]1[N:7]=[C:6](Cl)[C:5]([N+:9]([O-:11])=[O:10])=[C:4]([CH3:12])[N:3]=1.[NH:13]1[CH2:18][CH2:17][O:16][CH2:15][CH2:14]1.C(N(CC)CC)C. Product: [Cl:1][C:2]1[N:7]=[C:6]([N:13]2[CH2:18][CH2:17][O:16][CH2:15][CH2:14]2)[C:5]([N+:9]([O-:11])=[O:10])=[C:4]([CH3:12])[N:3]=1. The catalyst class is: 2. (2) Reactant: [Cl:1][C:2]1[CH:3]=[C:4]2[C:8](=[CH:9][CH:10]=1)[NH:7][C:6](=[O:11])[C:5]2=[N:12][N:13]=[CH:14][C:15]1[NH:19][C:18]([CH3:20])=[C:17]([C:21]([NH:23][CH2:24][CH2:25][CH2:26][CH2:27][CH2:28][C:29](O)=[O:30])=[O:22])[C:16]=1[CH3:32].Cl.C(N=C=NCCCN(C)C)C.O[C:46]1[C:54]2[N:53]=N[NH:51][C:50]=2[CH:49]=[CH:48][CH:47]=1.C(N(CC)CC)C.C1(N)C=CC=CC=1N. Product: [Cl:1][C:2]1[CH:3]=[C:4]2[C:8](=[CH:9][CH:10]=1)[NH:7][C:6](=[O:11])[C:5]2=[N:12][N:13]=[CH:14][C:15]1[NH:19][C:18]([CH3:20])=[C:17]([C:21]([NH:23][CH2:24][CH2:25][CH2:26][CH2:27][CH2:28][C:29]([NH:51][C:50]2[CH:49]=[CH:48][CH:47]=[CH:46][C:54]=2[NH2:53])=[O:30])=[O:22])[C:16]=1[CH3:32]. The catalyst class is: 650.